This data is from Forward reaction prediction with 1.9M reactions from USPTO patents (1976-2016). The task is: Predict the product of the given reaction. (1) Given the reactants [C:1]([C:4]1[CH:11]=[CH:10][C:7]([CH:8]=[O:9])=[CH:6][CH:5]=1)([OH:3])=[O:2].[O:12]=[O+][O-], predict the reaction product. The product is: [C:8]([OH:12])(=[O:9])[C:7]1[CH:10]=[CH:11][C:4]([C:1]([OH:3])=[O:2])=[CH:5][CH:6]=1. (2) Given the reactants C1CCN2C(=NCCC2)CC1.[Cl:12][C:13]1[CH:14]=[C:15]2[N:33]([CH2:34][O:35][CH2:36][CH2:37][Si:38]([CH3:41])([CH3:40])[CH3:39])[C:32](S(C)(=O)=O)=[N:31][C:16]2=[N:17][C:18]=1[C:19]1[CH:24]=[CH:23][C:22]([C:25]2[CH:30]=[CH:29][CH:28]=[CH:27][CH:26]=2)=[CH:21][CH:20]=1.[NH2:46][C@H:47]1[CH2:51][O:50][C@@H:49]2[C@H:52]([NH:55][C:56](=[O:62])[O:57][C:58]([CH3:61])([CH3:60])[CH3:59])[CH2:53][O:54][C@H:48]12, predict the reaction product. The product is: [Cl:12][C:13]1[CH:14]=[C:15]2[N:33]([CH2:34][O:35][CH2:36][CH2:37][Si:38]([CH3:41])([CH3:40])[CH3:39])[C:32]([NH:46][C@H:47]3[CH2:51][O:50][C@@H:49]4[C@H:52]([NH:55][C:56](=[O:62])[O:57][C:58]([CH3:60])([CH3:59])[CH3:61])[CH2:53][O:54][C@H:48]34)=[N:31][C:16]2=[N:17][C:18]=1[C:19]1[CH:24]=[CH:23][C:22]([C:25]2[CH:30]=[CH:29][CH:28]=[CH:27][CH:26]=2)=[CH:21][CH:20]=1. (3) The product is: [CH3:1][O:2][C:3]1[CH:4]=[C:5]2[C:10](=[CH:11][C:12]=1[O:13][CH3:14])[N:9]=[CH:8][N:7]=[C:6]2[O:15][C:16]1[CH:22]=[CH:21][C:19]([NH:20][C:27](=[O:33])[O:26][CH2:24][CH:35]2[CH2:37][CH2:36]2)=[CH:18][CH:17]=1. Given the reactants [CH3:1][O:2][C:3]1[CH:4]=[C:5]2[C:10](=[CH:11][C:12]=1[O:13][CH3:14])[N:9]=[CH:8][N:7]=[C:6]2[O:15][C:16]1[CH:22]=[CH:21][C:19]([NH2:20])=[CH:18][CH:17]=1.Cl[C:24](Cl)([O:26][C:27](=[O:33])OC(Cl)(Cl)Cl)Cl.[CH:35]1(CO)[CH2:37][CH2:36]1.C(=O)(O)[O-].[Na+], predict the reaction product. (4) Given the reactants CN(C)C1C=CC(CN[C:9](=[O:18])[NH:10][CH2:11][CH2:12][CH2:13][C:14]([NH:16][OH:17])=[O:15])=CC=1.[CH2:22]([NH2:30])[CH2:23][C:24]1[CH:29]=[CH:28][CH:27]=[CH:26][CH:25]=1, predict the reaction product. The product is: [OH:17][NH:16][C:14](=[O:15])[CH2:13][CH2:12][CH2:11][NH:10][C:9]([NH:30][CH2:22][CH2:23][C:24]1[CH:29]=[CH:28][CH:27]=[CH:26][CH:25]=1)=[O:18]. (5) Given the reactants [F:1][C:2]1[CH:12]=[CH:11][CH:10]=[CH:9][C:3]=1[CH:4]=[CH:5][C:6]([OH:8])=O.[N:13]1([C:18]2[CH:19]=[C:20]([C@@H:24]([NH2:26])[CH3:25])[CH:21]=[CH:22][CH:23]=2)[CH:17]=[CH:16][N:15]=[CH:14]1, predict the reaction product. The product is: [F:1][C:2]1[CH:12]=[CH:11][CH:10]=[CH:9][C:3]=1[CH:4]=[CH:5][C:6]([NH:26][C@H:24]([C:20]1[CH:21]=[CH:22][CH:23]=[C:18]([N:13]2[CH:17]=[CH:16][N:15]=[CH:14]2)[CH:19]=1)[CH3:25])=[O:8].